Dataset: Forward reaction prediction with 1.9M reactions from USPTO patents (1976-2016). Task: Predict the product of the given reaction. (1) Given the reactants C(OC(N1CCC[C@H]1C[NH:14][C:15]([C:17]1[C:26]2[CH2:25][C:24]([CH3:28])([CH3:27])[CH2:23][NH:22][C:21](=[O:29])[C:20]=2[S:19][C:18]=1[NH:30][C:31]1[CH:36]=[CH:35][C:34]([I:37])=[CH:33][C:32]=1F)=O)=O)(C)(C)C.C(=O)([O-])[O-].[Cs+].[Cs+].[ClH:45], predict the reaction product. The product is: [Cl:45][C:32]1[CH:33]=[C:34]([I:37])[CH:35]=[CH:36][C:31]=1[NH:30][C:18]1[S:19][C:20]2[C:21](=[O:29])[NH:22][CH2:23][C:24]([CH3:28])([CH3:27])[CH2:25][C:26]=2[C:17]=1[C:15]#[N:14]. (2) Given the reactants [C:1]([NH:4][C@H:5]1[C@@H:10]2[C@@H:8]([C@H:9]2[C:11]([O:13]C(C)(C)C)=[O:12])[C@:7]([NH:25]C(OC(C)(C)C)=O)([C:18]([O:20]C(C)(C)C)=[O:19])[C@@H:6]1[O:33][CH2:34][C:35]1[CH:40]=[CH:39][C:38]([Cl:41])=[C:37]([Cl:42])[CH:36]=1)(=[O:3])[CH3:2].C(O)(=O)C, predict the reaction product. The product is: [C:1]([NH:4][C@H:5]1[C@@H:10]2[C@@H:8]([C@H:9]2[C:11]([OH:13])=[O:12])[C@:7]([NH2:25])([C:18]([OH:20])=[O:19])[C@@H:6]1[O:33][CH2:34][C:35]1[CH:40]=[CH:39][C:38]([Cl:41])=[C:37]([Cl:42])[CH:36]=1)(=[O:3])[CH3:2]. (3) Given the reactants C1(O[C:8](=[O:27])[NH:9][C:10]2[S:11][C:12]3[C:13]([N:21]4[CH2:26][CH2:25][O:24][CH2:23][CH2:22]4)=[N:14][CH:15]=[C:16]([O:19][CH3:20])[C:17]=3[N:18]=2)C=CC=CC=1.[OH:28][CH2:29][CH:30]1[CH2:35][CH2:34][NH:33][CH2:32][CH2:31]1.N1C=CC=CC=1, predict the reaction product. The product is: [CH3:20][O:19][C:16]1[C:17]2[N:18]=[C:10]([NH:9][C:8]([N:33]3[CH2:34][CH2:35][CH:30]([CH2:29][OH:28])[CH2:31][CH2:32]3)=[O:27])[S:11][C:12]=2[C:13]([N:21]2[CH2:22][CH2:23][O:24][CH2:25][CH2:26]2)=[N:14][CH:15]=1. (4) Given the reactants [CH3:1][C:2]1[N:3]=[C:4]([NH:12][C:13](=[O:15])[CH3:14])[S:5][C:6]=1[C:7]1[CH:8]=[N:9][NH:10][CH:11]=1.C(N1C=C(C2SC(NC(=O)C)=NC=2C)C=N1)C1C=CC=CC=1.C(N(CC)C(C)C)(C)C.[Cl:47][C:48]1[N:53]=[CH:52][C:51]([S:54](Cl)(=[O:56])=[O:55])=[CH:50][CH:49]=1, predict the reaction product. The product is: [Cl:47][C:48]1[N:53]=[CH:52][C:51]([S:54]([N:10]2[CH:11]=[C:7]([C:6]3[S:5][C:4]([NH:12][C:13](=[O:15])[CH3:14])=[N:3][C:2]=3[CH3:1])[CH:8]=[N:9]2)(=[O:56])=[O:55])=[CH:50][CH:49]=1. (5) Given the reactants [C:1]1(=[O:11])[NH:5][C:4](=[O:6])[C:3]2=[CH:7][CH:8]=[CH:9][CH:10]=[C:2]12.[K].C(=O)(O)[O-].[Na+].CC1C=CC(S(O[CH2:29][CH2:30][O:31][CH2:32][CH2:33][O:34][CH2:35][CH2:36][O:37][CH2:38][CH2:39][O:40][N:41]2[C:49](=[O:50])[C:48]3[C:43](=[CH:44][CH:45]=[CH:46][CH:47]=3)[C:42]2=[O:51])(=O)=O)=CC=1, predict the reaction product. The product is: [O:6]=[C:4]1[C:3]2[C:2](=[CH:10][CH:9]=[CH:8][CH:7]=2)[C:1](=[O:11])[N:5]1[CH2:29][CH2:30][O:31][CH2:32][CH2:33][O:34][CH2:35][CH2:36][O:37][CH2:38][CH2:39][O:40][N:41]1[C:42](=[O:51])[C:43]2[C:48](=[CH:47][CH:46]=[CH:45][CH:44]=2)[C:49]1=[O:50]. (6) The product is: [F:1][C:2]1[CH:7]=[CH:6][C:5]([C:28]2[CH:27]=[N:26][N:25]([CH3:24])[CH:29]=2)=[CH:4][C:3]=1[N:9]1[CH:14]=[C:13]([O:15][CH3:16])[C:12](=[O:17])[C:11]([C:18]([N:20]([O:22][CH3:23])[CH3:21])=[O:19])=[N:10]1. Given the reactants [F:1][C:2]1[CH:7]=[CH:6][C:5](I)=[CH:4][C:3]=1[N:9]1[CH:14]=[C:13]([O:15][CH3:16])[C:12](=[O:17])[C:11]([C:18]([N:20]([O:22][CH3:23])[CH3:21])=[O:19])=[N:10]1.[CH3:24][N:25]1[CH:29]=[C:28](B2OC(C)(C)C(C)(C)O2)[CH:27]=[N:26]1.C([O-])([O-])=O.[Na+].[Na+], predict the reaction product.